From a dataset of Full USPTO retrosynthesis dataset with 1.9M reactions from patents (1976-2016). Predict the reactants needed to synthesize the given product. (1) Given the product [Cl:13][C:14]1[CH:19]=[CH:18][C:17]([CH2:20][O:7][C:1]2[CH:6]=[CH:5][CH:4]=[CH:3][CH:2]=2)=[C:16]([C:22]#[N:23])[N:15]=1, predict the reactants needed to synthesize it. The reactants are: [C:1]1([OH:7])[CH:6]=[CH:5][CH:4]=[CH:3][CH:2]=1.C(=O)([O-])O.[Na+].[Cl:13][C:14]1[CH:19]=[CH:18][C:17]([CH2:20]Cl)=[C:16]([C:22]#[N:23])[N:15]=1.O. (2) Given the product [F:35][C:31]1[C:32]([F:34])=[CH:33][C:28]([C:25]2[CH:26]=[CH:27][C:22]([O:21][CH2:20][C:17]3[CH:18]=[CH:19][C:14]4[O:13][N:12]=[C:11]([N:6]([CH2:5][C:4]([OH:38])=[O:3])[CH2:7][CH2:8][O:9][CH3:10])[C:15]=4[CH:16]=3)=[CH:23][CH:24]=2)=[C:29]([O:36][CH3:37])[CH:30]=1, predict the reactants needed to synthesize it. The reactants are: C([O:3][C:4](=[O:38])[CH2:5][N:6]([C:11]1[C:15]2[CH:16]=[C:17]([CH2:20][O:21][C:22]3[CH:27]=[CH:26][C:25]([C:28]4[CH:33]=[C:32]([F:34])[C:31]([F:35])=[CH:30][C:29]=4[O:36][CH3:37])=[CH:24][CH:23]=3)[CH:18]=[CH:19][C:14]=2[O:13][N:12]=1)[CH2:7][CH2:8][O:9][CH3:10])C.C1COCC1.O[Li].O. (3) Given the product [C:7]([C:6]1[CH:15]=[CH:16][C:3]([CH2:2][N:18]2[CH2:19][C:20]3[C:25](=[CH:24][CH:23]=[CH:22][CH:21]=3)[C:17]2=[O:26])=[CH:4][CH:5]=1)(=[O:8])[C:9]1[CH:14]=[CH:13][CH:12]=[CH:11][CH:10]=1, predict the reactants needed to synthesize it. The reactants are: Br[CH2:2][C:3]1[CH:16]=[CH:15][C:6]([C:7]([C:9]2[CH:14]=[CH:13][CH:12]=[CH:11][CH:10]=2)=[O:8])=[CH:5][CH:4]=1.[C:17]1(=[O:26])[C:25]2[C:20](=[CH:21][CH:22]=[CH:23][CH:24]=2)[CH:19]=[N:18]1.C(=O)([O-])[O-].[Cs+].[Cs+].C1OCCOCCOCCOCCOCCOC1. (4) Given the product [N:1]1([CH2:7][CH2:8][CH2:9][C:10]([NH:12][C:13]2[S:14][C:15]3[CH:21]=[C:20]([SH:22])[CH:19]=[CH:18][C:16]=3[N:17]=2)=[O:11])[CH2:2][CH2:3][O:4][CH2:5][CH2:6]1, predict the reactants needed to synthesize it. The reactants are: [N:1]1([CH2:7][CH2:8][CH2:9][C:10]([NH:12][C:13]2[S:14][C:15]3[CH:21]=[C:20]([S:22]C#N)[CH:19]=[CH:18][C:16]=3[N:17]=2)=[O:11])[CH2:6][CH2:5][O:4][CH2:3][CH2:2]1.P([O-])(O)(O)=O.[K+].SCC(C(CS)O)O.